From a dataset of Forward reaction prediction with 1.9M reactions from USPTO patents (1976-2016). Predict the product of the given reaction. (1) Given the reactants CC1C=CC(S(O[CH2:12][CH2:13][CH2:14][CH2:15][C:16]2[C:24]3[C:19](=[CH:20][CH:21]=[C:22]([Cl:25])[CH:23]=3)[NH:18][CH:17]=2)(=O)=O)=CC=1.[CH3:26][O:27][C:28]1[CH:33]=[C:32]([O:34][CH3:35])[N:31]=[C:30]([N:36]2[CH2:41][CH2:40][NH:39][CH2:38][CH2:37]2)[N:29]=1.C(=O)([O-])[O-].[K+].[K+].[I-].[K+], predict the reaction product. The product is: [Cl:25][C:22]1[CH:23]=[C:24]2[C:19](=[CH:20][CH:21]=1)[NH:18][CH:17]=[C:16]2[CH2:15][CH2:14][CH2:13][CH2:12][N:39]1[CH2:40][CH2:41][N:36]([C:30]2[N:29]=[C:28]([O:27][CH3:26])[CH:33]=[C:32]([O:34][CH3:35])[N:31]=2)[CH2:37][CH2:38]1. (2) Given the reactants [NH2:1][C:2]1[CH:11]=[C:10]([O:12][CH3:13])[C:9]([O:14][CH2:15][C:16]#[CH:17])=[CH:8][C:3]=1[C:4](OC)=[O:5].C([O-])=O.[NH4+].COC1C=C2C(=CC=1OCC#C)N=C[NH:28][C:27]2=O, predict the reaction product. The product is: [CH3:13][O:12][C:10]1[CH:11]=[C:2]2[C:3]([C:4](=[O:5])[NH:28][CH:27]=[N:1]2)=[CH:8][C:9]=1[O:14][CH2:15][C:16]#[CH:17]. (3) Given the reactants [Li+].[OH-].[N+:3]([CH3:6])([O-:5])=[O:4].[F:7][C:8]([F:13])([F:12])[C:9](=[O:11])[CH3:10].[O-]S([O-])(=O)=O.[Mg+2], predict the reaction product. The product is: [F:7][C:8]([F:13])([F:12])[C:9]([CH3:10])([OH:11])[CH2:6][N+:3]([O-:5])=[O:4].